This data is from Forward reaction prediction with 1.9M reactions from USPTO patents (1976-2016). The task is: Predict the product of the given reaction. (1) Given the reactants [CH2:1]([N:3]([CH2:24][CH3:25])[C:4](=[O:23])[C:5]1[CH:10]=[CH:9][C:8]([NH:11][CH2:12][CH2:13][C:14]2[CH:19]=[CH:18][CH:17]=[CH:16][CH:15]=2)=[C:7]([N+:20]([O-])=O)[CH:6]=1)[CH3:2], predict the reaction product. The product is: [NH2:20][C:7]1[CH:6]=[C:5]([CH:10]=[CH:9][C:8]=1[NH:11][CH2:12][CH2:13][C:14]1[CH:15]=[CH:16][CH:17]=[CH:18][CH:19]=1)[C:4]([N:3]([CH2:1][CH3:2])[CH2:24][CH3:25])=[O:23]. (2) Given the reactants [Cl:1][C:2]1[CH:7]=[CH:6][C:5]([C:8]2[N:12](/[CH:13]=[CH:14]/[C:15]([F:18])([F:17])[F:16])[C:11](=[O:19])[N:10]([CH2:20][C:21]([NH:23][CH:24]([C:34]3[CH:39]=[CH:38][CH:37]=[CH:36][C:35]=3[C:40]([F:43])([F:42])[F:41])[C:25]([NH:27][C:28]([CH3:33])([C:30]([NH2:32])=[O:31])[CH3:29])=[O:26])=[O:22])[N:9]=2)=[CH:4][CH:3]=1, predict the reaction product. The product is: [Cl:1][C:2]1[CH:7]=[CH:6][C:5]([C:8]2[N:12]([CH2:13][CH2:14][C:15]([F:16])([F:17])[F:18])[C:11](=[O:19])[N:10]([CH2:20][C:21]([NH:23][CH:24]([C:34]3[CH:39]=[CH:38][CH:37]=[CH:36][C:35]=3[C:40]([F:41])([F:42])[F:43])[C:25]([NH:27][C:28]([CH3:29])([C:30]([NH2:32])=[O:31])[CH3:33])=[O:26])=[O:22])[N:9]=2)=[CH:4][CH:3]=1. (3) Given the reactants Br[C:2]1[CH:7]=[CH:6][C:5]2[C:8]3[CH2:9][N:10]([C:15]([O:17][C:18]([CH3:21])([CH3:20])[CH3:19])=[O:16])[CH2:11][CH2:12][C:13]=3[O:14][C:4]=2[CH:3]=1.[F:22][C:23]1[CH:24]=[CH:25][C:26]([CH2:29][O:30][C:31]2[CH:36]=[CH:35][NH:34][C:33](=[O:37])[CH:32]=2)=[N:27][CH:28]=1.C([O-])([O-])=O.[Cs+].[Cs+].CN[C@H]1CCCC[C@@H]1NC.[Cl-].[Na+].O.[NH4+].[OH-], predict the reaction product. The product is: [F:22][C:23]1[CH:24]=[CH:25][C:26]([CH2:29][O:30][C:31]2[CH:36]=[CH:35][N:34]([C:2]3[CH:7]=[CH:6][C:5]4[C:8]5[CH2:9][N:10]([C:15]([O:17][C:18]([CH3:21])([CH3:20])[CH3:19])=[O:16])[CH2:11][CH2:12][C:13]=5[O:14][C:4]=4[CH:3]=3)[C:33](=[O:37])[CH:32]=2)=[N:27][CH:28]=1. (4) Given the reactants C(OC(C1C=CC=CC=1O[C:9]1[C:23]([O:24][C:25]2[CH:30]=[CH:29][C:28]([S:31]([CH3:34])(=[O:33])=[O:32])=[CH:27][CH:26]=2)=[CH:22][C:12]2[NH:13][C:14]([C:16]3[CH:21]=[CH:20][CH:19]=[CH:18][N:17]=3)=[N:15][C:11]=2[CH:10]=1)=O)C.[CH3:39][O:40][N:41]([CH3:49])[C:42](=[O:48])[C@H:43]1[CH2:47][CH2:46][CH2:45][NH:44]1, predict the reaction product. The product is: [CH3:39][O:40][N:41]([CH3:49])[C:42]([C@H:43]1[CH2:47][CH2:46][CH2:45][N:44]1[C:9]1[C:23]([O:24][C:25]2[CH:30]=[CH:29][C:28]([S:31]([CH3:34])(=[O:33])=[O:32])=[CH:27][CH:26]=2)=[CH:22][C:12]2[N:13]=[C:14]([C:16]3[CH:21]=[CH:20][CH:19]=[CH:18][N:17]=3)[NH:15][C:11]=2[CH:10]=1)=[O:48].